From a dataset of Reaction yield outcomes from USPTO patents with 853,638 reactions. Predict the reaction yield, written as a fraction of the theoretical maximum amount of product (1.0 means a 100% yield; for example, 0.34 means a 34% yield). The reactants are [CH2:1]([O:8][CH2:9][CH2:10][CH2:11][C@@H:12]1[CH2:17][CH2:16][CH2:15][N:14](C(OC(C)(C)C)=O)[CH2:13]1)[C:2]1[CH:7]=[CH:6][CH:5]=[CH:4][CH:3]=1.C(O)(C(F)(F)F)=O. The catalyst is C(Cl)Cl.O. The product is [CH2:1]([O:8][CH2:9][CH2:10][CH2:11][C@@H:12]1[CH2:17][CH2:16][CH2:15][NH:14][CH2:13]1)[C:2]1[CH:7]=[CH:6][CH:5]=[CH:4][CH:3]=1. The yield is 0.970.